This data is from Forward reaction prediction with 1.9M reactions from USPTO patents (1976-2016). The task is: Predict the product of the given reaction. (1) Given the reactants [Br:1][C:2]1[CH:3]=[C:4]2[C:10](I)=[N:9][N:8]([CH:12]3[CH2:17][CH2:16][CH2:15][CH2:14][O:13]3)[C:5]2=[CH:6][N:7]=1.[NH:18]1[CH:22]=[CH:21][C:20](B(O)O)=[N:19]1.C([O-])(=O)C.[K+].O, predict the reaction product. The product is: [Br:1][C:2]1[CH:3]=[C:4]2[C:10]([C:22]3[CH:21]=[CH:20][NH:19][N:18]=3)=[N:9][N:8]([CH:12]3[CH2:17][CH2:16][CH2:15][CH2:14][O:13]3)[C:5]2=[CH:6][N:7]=1. (2) Given the reactants [H-].[Na+].[NH:3]1[CH2:8][CH2:7][O:6][CH2:5][C:4]1=[O:9].Br[CH2:11][C:12]1[CH:17]=[CH:16][C:15]([B:18]2[O:22][C:21]([CH3:24])([CH3:23])[C:20]([CH3:26])([CH3:25])[O:19]2)=[CH:14][CH:13]=1, predict the reaction product. The product is: [CH3:23][C:21]1([CH3:24])[C:20]([CH3:25])([CH3:26])[O:19][B:18]([C:15]2[CH:14]=[CH:13][C:12]([CH2:11][N:3]3[CH2:8][CH2:7][O:6][CH2:5][C:4]3=[O:9])=[CH:17][CH:16]=2)[O:22]1. (3) Given the reactants [C:1]1([C:7]2[O:8][C:9]([C:15]([F:18])([F:17])[F:16])=[C:10]([C:12]([OH:14])=O)[N:11]=2)[CH:6]=[CH:5][CH:4]=[CH:3][CH:2]=1.[CH3:19][N:20]([CH2:28][C:29]([F:32])([F:31])[F:30])[C:21]1[CH:26]=[CH:25][C:24]([NH2:27])=[CH:23][N:22]=1, predict the reaction product. The product is: [CH3:19][N:20]([CH2:28][C:29]([F:32])([F:30])[F:31])[C:21]1[N:22]=[CH:23][C:24]([NH:27][C:12]([C:10]2[N:11]=[C:7]([C:1]3[CH:2]=[CH:3][CH:4]=[CH:5][CH:6]=3)[O:8][C:9]=2[C:15]([F:18])([F:17])[F:16])=[O:14])=[CH:25][CH:26]=1.